Dataset: Full USPTO retrosynthesis dataset with 1.9M reactions from patents (1976-2016). Task: Predict the reactants needed to synthesize the given product. (1) The reactants are: [N+:1]([C:4]1[CH:8]=[CH:7][NH:6][N:5]=1)([O-:3])=[O:2].[H-].[Na+].Br[CH2:12][C:13]1[CH:20]=[CH:19][C:16]([C:17]#[N:18])=[CH:15][CH:14]=1. Given the product [N+:1]([C:4]1[CH:8]=[CH:7][N:6]([CH2:12][C:13]2[CH:20]=[CH:19][C:16]([C:17]#[N:18])=[CH:15][CH:14]=2)[N:5]=1)([O-:3])=[O:2], predict the reactants needed to synthesize it. (2) Given the product [OH:8][C:6]1[CH:5]=[CH:4][C:3]([C:9]#[C:10][C:11]([OH:13])=[O:12])=[CH:2][CH:7]=1, predict the reactants needed to synthesize it. The reactants are: C[C:2]1[CH:7]=[C:6]([OH:8])[CH:5]=[CH:4][C:3]=1[C:9]#[C:10][C:11]([O-:13])=[O:12].[OH-].[Na+].Cl. (3) Given the product [CH2:28]([O:30][C:31]([C:33]1[C:34]2[S:42][CH:41]=[C:40]([CH2:43][O:16][C:12]3[CH:13]=[CH:14][CH:15]=[C:10]([C:9](=[O:17])[NH:8][C:5]4[CH:6]=[CH:7][C:2]([Cl:1])=[C:3]([C:18]([F:19])([F:20])[F:21])[CH:4]=4)[CH:11]=3)[C:35]=2[C:36]([Cl:39])=[N:37][CH:38]=1)=[O:32])[CH3:29], predict the reactants needed to synthesize it. The reactants are: [Cl:1][C:2]1[CH:7]=[CH:6][C:5]([NH:8][C:9](=[O:17])[C:10]2[CH:15]=[CH:14][CH:13]=[C:12]([OH:16])[CH:11]=2)=[CH:4][C:3]=1[C:18]([F:21])([F:20])[F:19].C(=O)([O-])[O-].[K+].[K+].[CH2:28]([O:30][C:31]([C:33]1[C:34]2[S:42][CH:41]=[C:40]([CH2:43]Br)[C:35]=2[C:36]([Cl:39])=[N:37][CH:38]=1)=[O:32])[CH3:29]. (4) Given the product [CH3:27][NH:28][CH2:2][CH2:3][O:4][C:5]1[CH:10]=[CH:9][C:8]([C:11]([C:20]2[CH:25]=[CH:24][C:23]([OH:26])=[CH:22][CH:21]=2)=[C:12]([C:15]2[CH:19]=[CH:18][S:17][CH:16]=2)[CH2:13][CH3:14])=[CH:7][CH:6]=1, predict the reactants needed to synthesize it. The reactants are: Cl[CH2:2][CH2:3][O:4][C:5]1[CH:10]=[CH:9][C:8]([C:11]([C:20]2[CH:25]=[CH:24][C:23]([OH:26])=[CH:22][CH:21]=2)=[C:12]([C:15]2[CH:19]=[CH:18][S:17][CH:16]=2)[CH2:13][CH3:14])=[CH:7][CH:6]=1.[CH3:27][NH2:28]. (5) Given the product [CH2:9]([O:8][C:1](=[O:7])[C:2](=[O:4])[CH2:16][C:15]([C:18]1[CH:23]=[CH:22][C:21]([NH:24][C:25]([O:27][C:28]([CH3:31])([CH3:30])[CH3:29])=[O:26])=[CH:20][N:19]=1)=[O:17])[CH3:10], predict the reactants needed to synthesize it. The reactants are: [C:1]([O:8][CH2:9][CH3:10])(=[O:7])[C:2]([O:4]CC)=O.[O-]CC.[Na+].[C:15]([C:18]1[CH:23]=[CH:22][C:21]([NH:24][C:25]([O:27][C:28]([CH3:31])([CH3:30])[CH3:29])=[O:26])=[CH:20][N:19]=1)(=[O:17])[CH3:16].